Dataset: Peptide-MHC class II binding affinity with 134,281 pairs from IEDB. Task: Regression. Given a peptide amino acid sequence and an MHC pseudo amino acid sequence, predict their binding affinity value. This is MHC class II binding data. The peptide sequence is QLCDHRLMSAAVKDE. The MHC is DRB1_0405 with pseudo-sequence DRB1_0405. The binding affinity (normalized) is 0.397.